From a dataset of Forward reaction prediction with 1.9M reactions from USPTO patents (1976-2016). Predict the product of the given reaction. (1) Given the reactants [Cl:1][C:2]1[CH:3]=[C:4]([C:8]2[N:9]=[C:10]([N:16]3[C:20]4[CH:21]=[C:22]([O:27][CH3:28])[C:23]([O:25][CH3:26])=[CH:24][C:19]=4[N:18]=[CH:17]3)[S:11][C:12]=2[C:13](O)=[O:14])[CH:5]=[CH:6][CH:7]=1.[C:29]1([CH3:39])[CH:34]=[CH:33][CH:32]=[C:31]([C:35]([NH:37][NH2:38])=[O:36])[CH:30]=1, predict the reaction product. The product is: [Cl:1][C:2]1[CH:3]=[C:4]([C:8]2[N:9]=[C:10]([N:16]3[C:20]4[CH:21]=[C:22]([O:27][CH3:28])[C:23]([O:25][CH3:26])=[CH:24][C:19]=4[N:18]=[CH:17]3)[S:11][C:12]=2[C:13]([NH:38][NH:37][C:35](=[O:36])[C:31]2[CH:32]=[CH:33][CH:34]=[C:29]([CH3:39])[CH:30]=2)=[O:14])[CH:5]=[CH:6][CH:7]=1. (2) Given the reactants [OH:1][C:2]1[CH:9]=[CH:8][C:5]([CH:6]=[O:7])=[CH:4][CH:3]=1.C(N(C(C)C)CC)(C)C.[CH2:19](Cl)[O:20][CH2:21][CH2:22][O:23][CH3:24], predict the reaction product. The product is: [CH3:19][O:20][CH2:21][CH2:22][O:23][CH2:24][O:1][C:2]1[CH:9]=[CH:8][C:5]([CH:6]=[O:7])=[CH:4][CH:3]=1. (3) Given the reactants [CH2:1]([O:8][C@H:9]1[C@@H:14]([O:15][CH2:16][C:17]2[CH:22]=[CH:21][CH:20]=[CH:19][CH:18]=2)[C@H:13]([O:23][CH2:24][C:25]2[CH:30]=[CH:29][CH:28]=[CH:27][CH:26]=2)[C@@H:12]([CH2:31][O:32][CH2:33][C:34]2[CH:39]=[CH:38][CH:37]=[CH:36][CH:35]=2)[O:11][C@:10]1([CH3:41])[OH:40])[C:2]1[CH:7]=[CH:6][CH:5]=[CH:4][CH:3]=1.O[CH2:43][CH2:44][C:45]1[CH:54]=[CH:53][C:48]([C:49]([NH:51][CH3:52])=[O:50])=[CH:47][CH:46]=1.FC(F)(F)S(O[Si](C)(C)C)(=O)=O.CCN(CC)CC, predict the reaction product. The product is: [CH3:52][NH:51][C:49](=[O:50])[C:48]1[CH:53]=[CH:54][C:45]([CH2:44][CH2:43][O:40][C@:10]2([CH3:41])[C@@H:9]([O:8][CH2:1][C:2]3[CH:7]=[CH:6][CH:5]=[CH:4][CH:3]=3)[C@@H:14]([O:15][CH2:16][C:17]3[CH:22]=[CH:21][CH:20]=[CH:19][CH:18]=3)[C@H:13]([O:23][CH2:24][C:25]3[CH:26]=[CH:27][CH:28]=[CH:29][CH:30]=3)[C@@H:12]([CH2:31][O:32][CH2:33][C:34]3[CH:35]=[CH:36][CH:37]=[CH:38][CH:39]=3)[O:11]2)=[CH:46][CH:47]=1. (4) Given the reactants FC(F)(F)[C:3]1[CH:4]=[C:5]([CH:7]=[CH:8][C:9]=1[S:10][C:11]1[CH:16]=[CH:15]N=CC=1)[NH2:6].FC(F)(F)C1C=C([N+]([O-])=O)C=CC=1SC1C=C[N:31]=[CH:30][CH:29]=1.C(O)(=O)C.[OH-].[Na+], predict the reaction product. The product is: [N:31]1[CH:30]=[CH:29][CH:15]=[CH:16][C:11]=1[S:10][C:9]1[CH:3]=[CH:4][C:5]([NH2:6])=[CH:7][CH:8]=1.